Regression/Classification. Given a drug SMILES string, predict its absorption, distribution, metabolism, or excretion properties. Task type varies by dataset: regression for continuous measurements (e.g., permeability, clearance, half-life) or binary classification for categorical outcomes (e.g., BBB penetration, CYP inhibition). Dataset: cyp3a4_veith. From a dataset of CYP3A4 inhibition data for predicting drug metabolism from PubChem BioAssay. The molecule is COc1ccc(NCc2c(O)ccc3ccccc23)cc1. The result is 0 (non-inhibitor).